From a dataset of Full USPTO retrosynthesis dataset with 1.9M reactions from patents (1976-2016). Predict the reactants needed to synthesize the given product. Given the product [C:24]1([S:30]([NH:14][NH:13][C:11]([C:9]2[CH:8]=[CH:7][CH:6]=[C:5]3[C:10]=2[N:1]=[CH:2][CH:3]=[CH:4]3)=[O:12])(=[O:32])=[O:31])[CH:29]=[CH:28][CH:27]=[CH:26][CH:25]=1, predict the reactants needed to synthesize it. The reactants are: [N:1]1[C:10]2[C:5](=[CH:6][CH:7]=[CH:8][C:9]=2[C:11]([NH:13][NH2:14])=[O:12])[CH:4]=[CH:3][CH:2]=1.C(N(CC)C(C)C)(C)C.[C:24]1([S:30](Cl)(=[O:32])=[O:31])[CH:29]=[CH:28][CH:27]=[CH:26][CH:25]=1.